Dataset: NCI-60 drug combinations with 297,098 pairs across 59 cell lines. Task: Regression. Given two drug SMILES strings and cell line genomic features, predict the synergy score measuring deviation from expected non-interaction effect. (1) Drug 1: CCC1(CC2CC(C3=C(CCN(C2)C1)C4=CC=CC=C4N3)(C5=C(C=C6C(=C5)C78CCN9C7C(C=CC9)(C(C(C8N6C=O)(C(=O)OC)O)OC(=O)C)CC)OC)C(=O)OC)O.OS(=O)(=O)O. Cell line: BT-549. Drug 2: CC=C1C(=O)NC(C(=O)OC2CC(=O)NC(C(=O)NC(CSSCCC=C2)C(=O)N1)C(C)C)C(C)C. Synergy scores: CSS=40.1, Synergy_ZIP=-4.95, Synergy_Bliss=-1.27, Synergy_Loewe=-1.98, Synergy_HSA=1.34. (2) Drug 1: CC12CCC3C(C1CCC2=O)CC(=C)C4=CC(=O)C=CC34C. Drug 2: C1CN(CCN1C(=O)CCBr)C(=O)CCBr. Cell line: T-47D. Synergy scores: CSS=35.5, Synergy_ZIP=-0.542, Synergy_Bliss=3.40, Synergy_Loewe=2.76, Synergy_HSA=3.77. (3) Drug 1: CN(C)N=NC1=C(NC=N1)C(=O)N. Drug 2: C1=CC=C(C(=C1)C(C2=CC=C(C=C2)Cl)C(Cl)Cl)Cl. Cell line: SNB-75. Synergy scores: CSS=2.28, Synergy_ZIP=0.452, Synergy_Bliss=2.25, Synergy_Loewe=0.827, Synergy_HSA=0.501. (4) Drug 1: C1=CC=C(C(=C1)C(C2=CC=C(C=C2)Cl)C(Cl)Cl)Cl. Drug 2: C1CCC(C(C1)N)N.C(=O)(C(=O)[O-])[O-].[Pt+4]. Cell line: KM12. Synergy scores: CSS=17.5, Synergy_ZIP=-3.23, Synergy_Bliss=5.77, Synergy_Loewe=-17.6, Synergy_HSA=-0.787. (5) Drug 1: CCCCCOC(=O)NC1=NC(=O)N(C=C1F)C2C(C(C(O2)C)O)O. Drug 2: C1=CN(C=N1)CC(O)(P(=O)(O)O)P(=O)(O)O. Cell line: KM12. Synergy scores: CSS=-2.25, Synergy_ZIP=1.06, Synergy_Bliss=0.502, Synergy_Loewe=-3.49, Synergy_HSA=-2.32. (6) Drug 1: CS(=O)(=O)OCCCCOS(=O)(=O)C. Drug 2: CC1C(C(CC(O1)OC2CC(CC3=C2C(=C4C(=C3O)C(=O)C5=C(C4=O)C(=CC=C5)OC)O)(C(=O)CO)O)N)O.Cl. Cell line: T-47D. Synergy scores: CSS=36.7, Synergy_ZIP=-0.398, Synergy_Bliss=-2.13, Synergy_Loewe=-26.0, Synergy_HSA=-1.12.